Predict the product of the given reaction. From a dataset of Forward reaction prediction with 1.9M reactions from USPTO patents (1976-2016). (1) Given the reactants Br[CH2:2][CH2:3][N:4]1[C:12]([S:13][C:14]2[CH:19]=[C:18]([Cl:20])[CH:17]=[C:16]([Cl:21])[CH:15]=2)=[N:11][C:10]2[C:5]1=[N:6][CH:7]=[N:8][C:9]=2[NH2:22].[CH:23]1([NH2:26])[CH2:25][CH2:24]1, predict the reaction product. The product is: [CH:23]1([NH:26][CH2:2][CH2:3][N:4]2[C:12]([S:13][C:14]3[CH:19]=[C:18]([Cl:20])[CH:17]=[C:16]([Cl:21])[CH:15]=3)=[N:11][C:10]3[C:5]2=[N:6][CH:7]=[N:8][C:9]=3[NH2:22])[CH2:25][CH2:24]1. (2) Given the reactants N1CCC[C@H]1C(N[C@H](C(N[C@H](C(NCC(N[C@H](C(O)=O)CCCNC(=N)N)=O)=O)CO)=O)CC(=O)O)=O.N[C@H](C(N[C@H](C(N1CCC[C@H]1C(NCC([NH:60][C@H:61]([C:70]([NH:72][C@H:73]([C:78]([NH:80][CH2:81][C:82]([NH:84][C@H:85]([C:88]([NH:90][C@H:91]([C:99]([OH:101])=[O:100])[CH2:92][CH2:93][CH2:94][NH:95][C:96](=[NH:98])[NH2:97])=[O:89])[CH2:86][OH:87])=[O:83])=[O:79])[C@H:74]([CH2:76][CH3:77])[CH3:75])=[O:71])[CH2:62][C:63]1[CH:68]=[CH:67][C:66]([OH:69])=[CH:65][CH:64]=1)=O)=O)=O)CC(=O)O)=O)CS.N[C@H](C(O)=O)CCCC[N+](C)(C)C, predict the reaction product. The product is: [CH3:77][CH2:76][C@@H:74]([C@H:73]([NH:72][C:70]([C@@H:61]([NH2:60])[CH2:62][C:63]1[CH:68]=[CH:67][C:66]([OH:69])=[CH:65][CH:64]=1)=[O:71])[C:78]([NH:80][CH2:81][C:82]([NH:84][C@H:85]([C:88]([NH:90][C@H:91]([C:99]([OH:101])=[O:100])[CH2:92][CH2:93][CH2:94][N:95]=[C:96]([NH2:98])[NH2:97])=[O:89])[CH2:86][OH:87])=[O:83])=[O:79])[CH3:75]. (3) The product is: [CH3:13][CH:12]([CH3:11])[N:8]=[C:29]=[N:30][CH:31]([CH3:33])[CH3:32].[CH3:20][N:19]([C:48]1[CH:49]=[CH:50][N:45]=[CH:46][CH:47]=1)[CH3:21]. Given the reactants F[P-](F)(F)(F)(F)F.[N:8]1(O[P+](N(C)C)(N(C)C)[N:19]([CH3:21])[CH3:20])[C:12]2[CH:13]=CC=C[C:11]=2N=N1.C[CH2:29][N:30](C(C)C)[CH:31]([CH3:33])[CH3:32].N[C@H](C(O)=O)[C@@H](C)O.[NH2:45][C@H:46](C(O)=O)[CH2:47][C:48]1C=CC(O)=[CH:50][CH:49]=1, predict the reaction product. (4) Given the reactants [Br:1][C:2]1[CH:3]=[C:4]2[C:9](=[CH:10][CH:11]=1)[N:8]=[C:7]1[N:12]([CH3:22])[CH2:13][C:14]3[CH:21]=[CH:20][CH:19]=[CH:18][C:15]=3[CH:16]([OH:17])[C:6]1=[C:5]2[Cl:23].[CH2:24]([CH:26]1[O:28][CH2:27]1)Cl.[H-].[Na+].CN(C=O)C, predict the reaction product. The product is: [Br:1][C:2]1[CH:3]=[C:4]2[C:9](=[CH:10][CH:11]=1)[N:8]=[C:7]1[N:12]([CH3:22])[CH2:13][C:14]3[CH:21]=[CH:20][CH:19]=[CH:18][C:15]=3[CH:16]([O:17][CH2:24][CH:26]3[CH2:27][O:28]3)[C:6]1=[C:5]2[Cl:23]. (5) Given the reactants C[Si]([C:5]#[C:6][C:7]1[CH:12]=[CH:11][CH:10]=[CH:9][C:8]=1[C:13]1([C:16]([NH2:18])=[O:17])[CH2:15][CH2:14]1)(C)C.C(O)(=O)C.CCCC[N+](CCCC)(CCCC)CCCC.[F-].C1COCC1, predict the reaction product. The product is: [C:6]([C:7]1[CH:12]=[CH:11][CH:10]=[CH:9][C:8]=1[C:13]1([C:16]([NH2:18])=[O:17])[CH2:15][CH2:14]1)#[CH:5].